From a dataset of Full USPTO retrosynthesis dataset with 1.9M reactions from patents (1976-2016). Predict the reactants needed to synthesize the given product. (1) Given the product [F:10][C:11]1[CH:17]=[CH:16][C:14]([NH:15][C:2]2[CH:7]=[CH:6][C:5]([O:8][CH3:9])=[CH:4][CH:3]=2)=[CH:13][CH:12]=1, predict the reactants needed to synthesize it. The reactants are: Cl[C:2]1[CH:7]=[CH:6][C:5]([O:8][CH3:9])=[CH:4][CH:3]=1.[F:10][C:11]1[CH:17]=[CH:16][C:14]([NH2:15])=[CH:13][CH:12]=1.CC([O-])(C)C.[Na+].O(CCCC)CCCC. (2) The reactants are: [C:1]([O:5][C:6](=[O:28])[CH2:7][C@H:8]([C:18]1[O:22][N:21]=[C:20]([C:23](OCC)=[O:24])[N:19]=1)[CH2:9][CH2:10][CH2:11][CH:12]1[CH2:17][CH2:16][CH2:15][CH2:14][CH2:13]1)([CH3:4])([CH3:3])[CH3:2].Cl.Cl.[NH:31]1[CH2:34][CH:33]([N:35]2[CH2:40][CH2:39][O:38][CH2:37][CH2:36]2)[CH2:32]1.C(N(CC)CC)C. Given the product [CH:12]1([CH2:11][CH2:10][CH2:9][C@@H:8]([C:18]2[O:22][N:21]=[C:20]([C:23]([N:31]3[CH2:34][CH:33]([N:35]4[CH2:40][CH2:39][O:38][CH2:37][CH2:36]4)[CH2:32]3)=[O:24])[N:19]=2)[CH2:7][C:6]([O:5][C:1]([CH3:4])([CH3:2])[CH3:3])=[O:28])[CH2:13][CH2:14][CH2:15][CH2:16][CH2:17]1, predict the reactants needed to synthesize it. (3) The reactants are: Br[C:2]1[CH:7]=[CH:6][C:5]([O:8][CH3:9])=[CH:4][CH:3]=1.CCCCCC.[Br:16][C:17]1[C:18]([O:26][CH2:27][CH:28]=[CH2:29])=[CH:19][C:20]([Cl:25])=[C:21]([CH:24]=1)[CH:22]=[O:23]. Given the product [Br:16][C:17]1[C:18]([O:26][CH2:27][CH:28]=[CH2:29])=[CH:19][C:20]([Cl:25])=[C:21]([CH:22]([C:2]2[CH:7]=[CH:6][C:5]([O:8][CH3:9])=[CH:4][CH:3]=2)[OH:23])[CH:24]=1, predict the reactants needed to synthesize it. (4) Given the product [CH3:1][N:2]([CH3:15])[CH2:3][CH2:4][S:5]([C:6]1[CH:11]=[CH:10][C:9]([N+:12]([O-:14])=[O:13])=[CH:8][CH:7]=1)(=[O:16])=[O:29], predict the reactants needed to synthesize it. The reactants are: [CH3:1][N:2]([CH3:15])[CH2:3][CH2:4][S:5][C:6]1[CH:11]=[CH:10][C:9]([N+:12]([O-:14])=[O:13])=[CH:8][CH:7]=1.[OH:16]OS([O-])=O.[K+].CO.O1CCCC1.[OH2:29]. (5) Given the product [C:4]([C:6]1[S:10][C:9]([C:11]2[CH:12]=[CH:13][C:14]([F:17])=[CH:15][CH:16]=2)=[C:8]([C:18]2[CH:23]=[CH:22][N:21]=[CH:20][CH:19]=2)[CH:7]=1)([OH:5])=[O:3], predict the reactants needed to synthesize it. The reactants are: C([O:3][C:4]([C:6]1[S:10][C:9]([C:11]2[CH:16]=[CH:15][C:14]([F:17])=[CH:13][CH:12]=2)=[C:8]([C:18]2[CH:23]=[CH:22][N:21]=[CH:20][CH:19]=2)[CH:7]=1)=[O:5])C.[OH-].[Na+]. (6) Given the product [O:1]1[CH2:5][CH2:4][O:3][CH:2]1[CH2:6][NH:7][CH2:9][C:10]1[N:11]=[C:12]2[CH:17]=[C:16]([C:18]([F:21])([F:19])[F:20])[CH:15]=[CH:14][N:13]2[CH:22]=1, predict the reactants needed to synthesize it. The reactants are: [O:1]1[CH2:5][CH2:4][O:3][CH:2]1[CH2:6][NH2:7].Cl[CH2:9][C:10]1[N:11]=[C:12]2[CH:17]=[C:16]([C:18]([F:21])([F:20])[F:19])[CH:15]=[CH:14][N:13]2[CH:22]=1.